Dataset: Catalyst prediction with 721,799 reactions and 888 catalyst types from USPTO. Task: Predict which catalyst facilitates the given reaction. (1) Reactant: [Br:1][C:2]1[C:9]([F:10])=[CH:8][C:5]([CH:6]=O)=[C:4]([F:11])[CH:3]=1.[CH3:12][C:13]1(C)[O:18]C(=O)CC(=O)[O:14]1.Cl. Product: [Br:1][C:2]1[C:9]([F:10])=[CH:8][C:5]([CH:6]=[CH:12][C:13]([OH:18])=[O:14])=[C:4]([F:11])[CH:3]=1. The catalyst class is: 66. (2) Reactant: [Br:1][C:2]1[CH:10]=[CH:9][C:5]([C:6](O)=[O:7])=[C:4]([CH3:11])[CH:3]=1.O. Product: [Br:1][C:2]1[CH:10]=[CH:9][C:5]([CH2:6][OH:7])=[C:4]([CH3:11])[CH:3]=1. The catalyst class is: 1. (3) Reactant: [NH2:1][C:2]1[CH:3]=[C:4]2[C:9](=[CH:10][CH:11]=1)[N:8]=[CH:7][C:6]([C:12]#[N:13])=[C:5]2[NH:14][C:15]1[CH:20]=[CH:19][C:18]([F:21])=[C:17]([Cl:22])[CH:16]=1.[CH3:23][O:24][C:25]1[C:30]([CH:31]=O)=[CH:29][CH:28]=[CH:27][N:26]=1.[BH3-]C#N.[Na+]. Product: [Cl:22][C:17]1[CH:16]=[C:15]([NH:14][C:5]2[C:4]3[C:9](=[CH:10][CH:11]=[C:2]([NH:1][CH2:31][C:30]4[C:25]([O:24][CH3:23])=[N:26][CH:27]=[CH:28][CH:29]=4)[CH:3]=3)[N:8]=[CH:7][C:6]=2[C:12]#[N:13])[CH:20]=[CH:19][C:18]=1[F:21]. The catalyst class is: 14. (4) Reactant: C(N(CC)C(C)C)(C)C.[Cl:10][C:11]1[CH:33]=[CH:32][C:14]([CH2:15][NH:16][C:17]([C:19]2[C:20](=[O:31])[C:21]3[CH:28]=[C:27]([CH2:29]Cl)[O:26][C:22]=3[N:23]([CH3:25])[CH:24]=2)=[O:18])=[CH:13][CH:12]=1.[OH:34][CH:35]([C:41]1[CH:46]=[CH:45][CH:44]=[CH:43][CH:42]=1)[CH:36]1[CH2:40][CH2:39][CH2:38][NH:37]1.O. Product: [Cl:10][C:11]1[CH:33]=[CH:32][C:14]([CH2:15][NH:16][C:17]([C:19]2[C:20](=[O:31])[C:21]3[CH:28]=[C:27]([CH2:29][N:37]4[CH2:38][CH2:39][CH2:40][C@@H:36]4[C@@H:35]([OH:34])[C:41]4[CH:46]=[CH:45][CH:44]=[CH:43][CH:42]=4)[O:26][C:22]=3[N:23]([CH3:25])[CH:24]=2)=[O:18])=[CH:13][CH:12]=1. The catalyst class is: 3. (5) Reactant: [C:1]([N:8]1[CH:12]=[CH:11][N:10]=[CH:9]1)(N1C=CN=C1)=[S:2].[CH3:13][N:14]1[C:18]([C:19]2[CH:20]=[C:21]([CH:23]=[CH:24][CH:25]=2)[NH2:22])=[CH:17][N:16]=[C:15]1[CH3:26].N[CH2:28][C:29]1[CH:34]=CC=CN=1. Product: [CH3:13][N:14]1[C:18]([C:19]2[CH:20]=[C:21]([NH:22][C:1]([NH:8][CH2:12][C:11]3[CH:34]=[CH:29][CH:28]=[CH:9][N:10]=3)=[S:2])[CH:23]=[CH:24][CH:25]=2)=[CH:17][N:16]=[C:15]1[CH3:26]. The catalyst class is: 10. (6) Reactant: [F:1][CH:2]([F:23])[O:3][C:4]1[CH:9]=[CH:8][C:7]([C:10]2[CH:11]=[C:12]3[C:16](=[CH:17][CH:18]=2)[C:15](=[O:19])[O:14][CH2:13]3)=[C:6]([OH:20])[C:5]=1[O:21][CH3:22].C(=O)([O-])[O-].[K+].[K+].[CH2:30](Br)[CH2:31][CH3:32]. Product: [F:23][CH:2]([F:1])[O:3][C:4]1[CH:9]=[CH:8][C:7]([C:10]2[CH:11]=[C:12]3[C:16](=[CH:17][CH:18]=2)[C:15](=[O:19])[O:14][CH2:13]3)=[C:6]([O:20][CH2:30][CH2:31][CH3:32])[C:5]=1[O:21][CH3:22]. The catalyst class is: 10. (7) Reactant: [NH2:1][C:2]([C@@H:4]1[CH2:9][C@H:8]2[C@H:6]([CH2:7]2)[N:5]1C(OC(C)(C)C)=O)=[O:3].C1COCC1.Cl. Product: [C@H:6]12[CH2:7][C@H:8]1[CH2:9][C@@H:4]([C:2]([NH2:1])=[O:3])[NH:5]2. The catalyst class is: 282. (8) Reactant: F[C:2]1[CH:18]=[CH:17][C:5]([CH2:6][C:7]2[S:11][C:10](=[NH:12])[N:9]([CH2:13][CH2:14][O:15][CH3:16])[CH:8]=2)=[CH:4][CH:3]=1.[CH2:19]1[CH:26]2[C:22]3([C:28]([OH:30])=O)[CH2:23][CH:24]([CH2:27][CH:20]1[CH2:21]3)[CH2:25]2.CN(C(ON1N=NC2C=CC=NC1=2)=[N+](C)C)C.[F:48][P-](F)(F)(F)(F)F.C(N(CC)CC)C. Product: [F:48][C:17]1[CH:18]=[CH:2][CH:3]=[CH:4][C:5]=1[CH2:6][C:7]1[S:11]/[C:10](=[N:12]\[C:28]([C:22]23[CH2:23][CH:24]4[CH2:27][CH:20]([CH2:19][CH:26]2[CH2:25]4)[CH2:21]3)=[O:30])/[N:9]([CH2:13][CH2:14][O:15][CH3:16])[CH:8]=1. The catalyst class is: 3.